From a dataset of NCI-60 drug combinations with 297,098 pairs across 59 cell lines. Regression. Given two drug SMILES strings and cell line genomic features, predict the synergy score measuring deviation from expected non-interaction effect. (1) Drug 1: C1=CC(=CC=C1C#N)C(C2=CC=C(C=C2)C#N)N3C=NC=N3. Drug 2: CC1C(C(CC(O1)OC2CC(OC(C2O)C)OC3=CC4=CC5=C(C(=O)C(C(C5)C(C(=O)C(C(C)O)O)OC)OC6CC(C(C(O6)C)O)OC7CC(C(C(O7)C)O)OC8CC(C(C(O8)C)O)(C)O)C(=C4C(=C3C)O)O)O)O. Cell line: SNB-19. Synergy scores: CSS=27.7, Synergy_ZIP=-1.07, Synergy_Bliss=-0.968, Synergy_Loewe=-2.12, Synergy_HSA=-2.10. (2) Drug 1: C1=NC2=C(N1)C(=S)N=C(N2)N. Drug 2: CC1=CC=C(C=C1)C2=CC(=NN2C3=CC=C(C=C3)S(=O)(=O)N)C(F)(F)F. Cell line: NCIH23. Synergy scores: CSS=46.6, Synergy_ZIP=-0.131, Synergy_Bliss=0.509, Synergy_Loewe=1.86, Synergy_HSA=2.91. (3) Drug 1: CN(C)C1=NC(=NC(=N1)N(C)C)N(C)C. Drug 2: CC1=C2C(C(=O)C3(C(CC4C(C3C(C(C2(C)C)(CC1OC(=O)C(C(C5=CC=CC=C5)NC(=O)OC(C)(C)C)O)O)OC(=O)C6=CC=CC=C6)(CO4)OC(=O)C)O)C)O. Cell line: OVCAR3. Synergy scores: CSS=51.4, Synergy_ZIP=5.41, Synergy_Bliss=5.82, Synergy_Loewe=-44.6, Synergy_HSA=4.40. (4) Drug 1: CS(=O)(=O)CCNCC1=CC=C(O1)C2=CC3=C(C=C2)N=CN=C3NC4=CC(=C(C=C4)OCC5=CC(=CC=C5)F)Cl. Drug 2: C1=CC=C(C(=C1)C(C2=CC=C(C=C2)Cl)C(Cl)Cl)Cl. Cell line: HT29. Synergy scores: CSS=-2.96, Synergy_ZIP=1.09, Synergy_Bliss=0.329, Synergy_Loewe=-3.05, Synergy_HSA=-2.89. (5) Drug 1: C(CN)CNCCSP(=O)(O)O. Drug 2: CC1CCCC2(C(O2)CC(NC(=O)CC(C(C(=O)C(C1O)C)(C)C)O)C(=CC3=CSC(=N3)C)C)C. Cell line: RPMI-8226. Synergy scores: CSS=64.4, Synergy_ZIP=1.75, Synergy_Bliss=1.27, Synergy_Loewe=-26.7, Synergy_HSA=2.53. (6) Drug 1: C1=CC(=C2C(=C1NCCNCCO)C(=O)C3=C(C=CC(=C3C2=O)O)O)NCCNCCO. Drug 2: C1=CC=C(C=C1)NC(=O)CCCCCCC(=O)NO. Cell line: T-47D. Synergy scores: CSS=45.6, Synergy_ZIP=4.63, Synergy_Bliss=3.48, Synergy_Loewe=4.90, Synergy_HSA=6.59. (7) Drug 1: CC(C)NC(=O)C1=CC=C(C=C1)CNNC.Cl. Drug 2: CC12CCC3C(C1CCC2OP(=O)(O)O)CCC4=C3C=CC(=C4)OC(=O)N(CCCl)CCCl.[Na+]. Cell line: EKVX. Synergy scores: CSS=6.85, Synergy_ZIP=-1.51, Synergy_Bliss=2.47, Synergy_Loewe=-1.42, Synergy_HSA=-1.20.